This data is from CYP1A2 inhibition data for predicting drug metabolism from PubChem BioAssay. The task is: Regression/Classification. Given a drug SMILES string, predict its absorption, distribution, metabolism, or excretion properties. Task type varies by dataset: regression for continuous measurements (e.g., permeability, clearance, half-life) or binary classification for categorical outcomes (e.g., BBB penetration, CYP inhibition). Dataset: cyp1a2_veith. The compound is N#CCSc1nc(N)c(C#N)c(C2CCCCC2)c1C#N. The result is 1 (inhibitor).